From a dataset of Forward reaction prediction with 1.9M reactions from USPTO patents (1976-2016). Predict the product of the given reaction. (1) Given the reactants [CH3:1][O:2][C:3]([C:5]1[N:6]([CH2:25][C:26]2[CH:31]=[CH:30][C:29]([C:32]([O:34][C:35]([CH3:38])([CH3:37])[CH3:36])=[O:33])=[CH:28][CH:27]=2)[C:7](=[O:24])[C:8]2[C:13]([C:14]=1[C:15]1[CH:20]=[CH:19][CH:18]=[CH:17][CH:16]=1)=[CH:12][C:11]([C:21]([OH:23])=O)=[CH:10][CH:9]=2)=[O:4].[Cl-].[NH4+].Cl.C([N:44]=C=NCCCN(C)C)C.O.ON1C2C=CC=CC=2N=N1.Cl, predict the reaction product. The product is: [CH3:1][O:2][C:3]([C:5]1[N:6]([CH2:25][C:26]2[CH:27]=[CH:28][C:29]([C:32]([O:34][C:35]([CH3:37])([CH3:36])[CH3:38])=[O:33])=[CH:30][CH:31]=2)[C:7](=[O:24])[C:8]2[C:13]([C:14]=1[C:15]1[CH:20]=[CH:19][CH:18]=[CH:17][CH:16]=1)=[CH:12][C:11]([C:21](=[O:23])[NH2:44])=[CH:10][CH:9]=2)=[O:4]. (2) Given the reactants Br[C:2]1[N:3]=[CH:4][C:5](=[O:11])[N:6]([CH2:8][CH2:9][OH:10])[CH:7]=1.[CH3:12][C:13]1[CH:14]=[C:15](B(O)O)[S:16][CH:17]=1.C(=O)([O-])[O-].[Na+].[Na+], predict the reaction product. The product is: [OH:10][CH2:9][CH2:8][N:6]1[CH:7]=[C:2]([C:15]2[S:16][CH:17]=[C:13]([CH3:12])[CH:14]=2)[N:3]=[CH:4][C:5]1=[O:11]. (3) Given the reactants FC[C:3]1[CH:11]=[CH:10][C:6]([C:7]([O-:9])=[O:8])=[CH:5][CH:4]=1.[Cl:12][C:13]1[C:21]([Cl:22])=[C:20]2[C:16]([CH2:17][C:18]([CH:25]3[CH2:29][CH2:28][CH2:27][CH2:26]3)([CH3:24])[C:19]2=[O:23])=[CH:15][C:14]=1[OH:30], predict the reaction product. The product is: [Cl:12][C:13]1[C:21]([Cl:22])=[C:20]2[C:16]([CH2:17][C:18]([CH:25]3[CH2:29][CH2:28][CH2:27][CH2:26]3)([CH3:24])[C:19]2=[O:23])=[CH:15][C:14]=1[O:30][CH2:17][C:16]1[CH:15]=[C:14]([CH:13]=[CH:21][CH:20]=1)[O:30][C:3]1[CH:4]=[CH:5][C:6]([C:7]([OH:9])=[O:8])=[CH:10][CH:11]=1. (4) The product is: [CH2:1]([C:8]1[CH:9]=[N:10][C:11]2[C:16]([C:17]=1[C:29]1[CH:30]=[C:25]([CH:26]=[CH:27][CH:28]=1)[CH:23]=[O:24])=[CH:15][CH:14]=[CH:13][C:12]=2[C:19]([F:22])([F:21])[F:20])[C:2]1[CH:7]=[CH:6][CH:5]=[CH:4][CH:3]=1. Given the reactants [CH2:1]([C:8]1[CH:9]=[N:10][C:11]2[C:16]([C:17]=1Br)=[CH:15][CH:14]=[CH:13][C:12]=2[C:19]([F:22])([F:21])[F:20])[C:2]1[CH:7]=[CH:6][CH:5]=[CH:4][CH:3]=1.[CH:23]([C:25]1[CH:26]=[C:27](B(O)O)[CH:28]=[CH:29][CH:30]=1)=[O:24], predict the reaction product. (5) Given the reactants [C:1]([O:9][CH2:10][C:11]1[CH:16]=[CH:15][C:14](CO)=[CH:13][C:12]=1[CH2:19][O:20][C:21](=[O:28])[C:22]1[CH:27]=[CH:26][CH:25]=[CH:24][CH:23]=1)(=[O:8])[C:2]1[CH:7]=[CH:6][CH:5]=[CH:4][CH:3]=1.[C:29](Br)(Br)(Br)[Br:30].C1(P(C2C=CC=CC=2)C2C=CC=CC=2)C=CC=CC=1.O, predict the reaction product. The product is: [C:21]([O:20][CH2:19][C:12]1[CH:13]=[C:14]([CH:15]=[CH:16][C:11]=1[CH2:10][O:9][C:1](=[O:8])[C:2]1[CH:7]=[CH:6][CH:5]=[CH:4][CH:3]=1)[CH2:29][Br:30])(=[O:28])[C:22]1[CH:27]=[CH:26][CH:25]=[CH:24][CH:23]=1. (6) The product is: [CH3:22][O:23][C:24]1[CH:29]=[CH:28][CH:27]=[C:26]([O:30][CH3:31])[C:25]=1[C:2]1[CH:21]=[CH:20][CH:19]=[C:4]([CH2:5][O:6][C:7]2[CH:12]=[CH:11][C:10]([CH2:13][CH2:14][C:15]([O:17][CH3:18])=[O:16])=[CH:9][CH:8]=2)[CH:3]=1. Given the reactants Br[C:2]1[CH:3]=[C:4]([CH:19]=[CH:20][CH:21]=1)[CH2:5][O:6][C:7]1[CH:12]=[CH:11][C:10]([CH2:13][CH2:14][C:15]([O:17][CH3:18])=[O:16])=[CH:9][CH:8]=1.[CH3:22][O:23][C:24]1[CH:29]=[CH:28][CH:27]=[C:26]([O:30][CH3:31])[C:25]=1B(O)O, predict the reaction product.